Dataset: Catalyst prediction with 721,799 reactions and 888 catalyst types from USPTO. Task: Predict which catalyst facilitates the given reaction. (1) The catalyst class is: 318. Reactant: CC([C:5]1([N:13]([CH2:17][C:18]2[CH:23]=[CH:22][C:21](Br)=[CH:20][CH:19]=2)[C:14](=[O:16])[O-:15])[CH2:10][CH2:9][C:8]([CH3:12])([CH3:11])[CH2:7][CH2:6]1)(C)C.[CH3:25][O:26][C:27]([C:29]1[CH:30]=[C:31](B(O)O)[CH:32]=[CH:33][CH:34]=1)=[O:28]. Product: [CH3:11][C:8]1([CH3:12])[CH2:9][CH2:10][CH:5]([N:13]([CH2:17][C:18]2[CH:23]=[CH:22][C:21]([C:31]3[CH:32]=[CH:33][CH:34]=[C:29]([C:27]([O:26][CH3:25])=[O:28])[CH:30]=3)=[CH:20][CH:19]=2)[C:14]([O:15][C:8]([CH3:11])([CH3:9])[CH3:7])=[O:16])[CH2:6][CH2:7]1. (2) Reactant: Cl[C:2]1[N:7]=[C:6]([NH:8][C:9]2[C:10]3[CH2:16][N:15]([C:17]([N:19]4[CH2:24][C:23]([CH3:26])([CH3:25])[N:22]([CH3:27])[CH2:21][C@@H:20]4[CH3:28])=[O:18])[C:14]([CH3:30])([CH3:29])[C:11]=3[NH:12][N:13]=2)[C:5]([F:31])=[CH:4][N:3]=1.[CH2:32](B1OC(C)(C)C(C)(C)O1)[CH:33]=[CH2:34].C(=O)([O-])[O-].[Cs+].[Cs+].O. Product: [F:31][C:5]1[C:6]([NH:8][C:9]2[C:10]3[CH2:16][N:15]([C:17]([N:19]4[CH2:24][C:23]([CH3:26])([CH3:25])[N:22]([CH3:27])[CH2:21][C@@H:20]4[CH3:28])=[O:18])[C:14]([CH3:30])([CH3:29])[C:11]=3[NH:12][N:13]=2)=[N:7][C:2]([CH2:32][CH2:33][CH3:34])=[N:3][CH:4]=1. The catalyst class is: 354.